From a dataset of NCI-60 drug combinations with 297,098 pairs across 59 cell lines. Regression. Given two drug SMILES strings and cell line genomic features, predict the synergy score measuring deviation from expected non-interaction effect. (1) Drug 1: CN(CC1=CN=C2C(=N1)C(=NC(=N2)N)N)C3=CC=C(C=C3)C(=O)NC(CCC(=O)O)C(=O)O. Drug 2: CC1=CC=C(C=C1)C2=CC(=NN2C3=CC=C(C=C3)S(=O)(=O)N)C(F)(F)F. Cell line: RPMI-8226. Synergy scores: CSS=17.8, Synergy_ZIP=-9.98, Synergy_Bliss=-3.41, Synergy_Loewe=-20.9, Synergy_HSA=-2.66. (2) Drug 1: CS(=O)(=O)C1=CC(=C(C=C1)C(=O)NC2=CC(=C(C=C2)Cl)C3=CC=CC=N3)Cl. Cell line: IGROV1. Synergy scores: CSS=56.6, Synergy_ZIP=28.9, Synergy_Bliss=28.8, Synergy_Loewe=-4.10, Synergy_HSA=28.7. Drug 2: CC1=C(C(=CC=C1)Cl)NC(=O)C2=CN=C(S2)NC3=CC(=NC(=N3)C)N4CCN(CC4)CCO.